The task is: Predict which catalyst facilitates the given reaction.. This data is from Catalyst prediction with 721,799 reactions and 888 catalyst types from USPTO. (1) The catalyst class is: 2. Reactant: [CH2:1]([Si](C)(C)C)[C:2](=[CH2:4])[CH3:3].[CH2:9]([O:16][C@@H:17]1[C@@H:22]([O:23][CH2:24]C2C=CC=CC=2)[C@H:21]([O:31][CH2:32][C:33]2[CH:38]=[CH:37][CH:36]=[CH:35][CH:34]=2)[C@@H:20]([CH2:39][O:40][CH2:41][C:42]2[CH:47]=[CH:46][CH:45]=[CH:44][CH:43]=2)[O:19][C@:18]1([C:49]1[CH:54]=[C:53]([CH2:55][C:56]2[CH:61]=[CH:60][C:59]([CH2:62][CH3:63])=[CH:58][CH:57]=2)[C:52]([Cl:64])=[CH:51][C:50]=1[O:65][CH3:66])O)C1C=CC=CC=1. Product: [CH2:9]([O:16][C@@H:17]1[C@@H:22]([O:23][CH2:24][C:42]2[CH:47]=[CH:46][CH:45]=[CH:44][CH:43]=2)[C@H:21]([O:31][CH2:32][C:33]2[CH:34]=[CH:35][CH:36]=[CH:37][CH:38]=2)[C@@H:20]([CH2:39][O:40][CH2:41][C:42]2[CH:43]=[CH:44][CH:45]=[CH:46][CH:47]=2)[O:19][C@:18]1([C:49]1[CH:54]=[C:53]([CH2:55][C:56]2[CH:61]=[CH:60][C:59]([CH2:62][CH3:63])=[CH:58][CH:57]=2)[C:52]([Cl:64])=[CH:51][C:50]=1[O:65][CH3:66])[CH2:1][C:2]([CH3:3])=[CH2:4])[C:33]1[CH:38]=[CH:37][CH:36]=[CH:35][CH:34]=1. (2) Reactant: [CH2:1]([O:8][C:9]([NH:11][C@H:12]([CH2:18][C:19]1[CH:24]=[CH:23][CH:22]=[CH:21][C:20]=1[F:25])[CH2:13]SC(=O)C)=[O:10])[C:2]1[CH:7]=[CH:6][CH:5]=[CH:4][CH:3]=1.O[O:27][S:28]([O-:30])=[O:29].[K+].[OH-].[CH2:33]([N+:37]([CH2:46][CH2:47][CH2:48][CH3:49])([CH2:42][CH2:43][CH2:44][CH3:45])[CH2:38][CH2:39][CH2:40][CH3:41])[CH2:34][CH2:35][CH3:36]. Product: [CH2:46]([N+:37]([CH2:33][CH2:34][CH2:35][CH3:36])([CH2:38][CH2:39][CH2:40][CH3:41])[CH2:42][CH2:43][CH2:44][CH3:45])[CH2:47][CH2:48][CH3:49].[CH2:1]([O:8][C:9]([NH:11][C@H:12]([CH2:18][C:19]1[CH:24]=[CH:23][CH:22]=[CH:21][C:20]=1[F:25])[CH2:13][S:28]([O-:30])(=[O:29])=[O:27])=[O:10])[C:2]1[CH:3]=[CH:4][CH:5]=[CH:6][CH:7]=1. The catalyst class is: 24. (3) Reactant: [Br:1][C:2]1[S:3][C:4](Br)=[CH:5][CH:6]=1.[CH3:8][O:9][C:10]1[CH:15]=[CH:14][C:13](B(O)O)=[CH:12][CH:11]=1. Product: [Br:1][C:2]1[S:3][C:4]([C:13]2[CH:14]=[CH:15][C:10]([O:9][CH3:8])=[CH:11][CH:12]=2)=[CH:5][CH:6]=1. The catalyst class is: 195. (4) Reactant: [CH3:1][O:2][N:3]=[C:4]1[CH2:9][CH2:8][C@H:7]2[CH2:10][C@@H:5]1[C:6]2([CH3:12])[CH3:11].C([Li])CCC.[CH:18](OCC)=[O:19]. Product: [CH3:1][O:2][N:3]=[C:4]1[C@@H:9]([CH:18]=[O:19])[CH2:8][C@H:7]2[CH2:10][C@@H:5]1[C:6]2([CH3:12])[CH3:11]. The catalyst class is: 1. (5) Reactant: [C:1]([O:4][CH2:5][C:6]([N:8]1[CH2:17][CH2:16][C:15]2[C:10](=[CH:11][CH:12]=[C:13]([C:18]3[CH:23]=[CH:22][C:21]([CH2:24][CH2:25][OH:26])=[CH:20][CH:19]=3)[CH:14]=2)[CH2:9]1)=[O:7])(=[O:3])[CH3:2].C(N(CC)CC)C.[CH3:34][C:35]1[CH:40]=[CH:39][C:38]([S:41](Cl)(=[O:43])=[O:42])=[CH:37][CH:36]=1. Product: [C:1]([O:4][CH2:5][C:6](=[O:7])[N:8]1[CH2:17][CH2:16][C:15]2[C:10](=[CH:11][CH:12]=[C:13]([C:18]3[CH:19]=[CH:20][C:21]([CH2:24][CH2:25][O:26][S:41]([C:38]4[CH:39]=[CH:40][C:35]([CH3:34])=[CH:36][CH:37]=4)(=[O:43])=[O:42])=[CH:22][CH:23]=3)[CH:14]=2)[CH2:9]1)(=[O:3])[CH3:2]. The catalyst class is: 2. (6) Reactant: [F:1][C:2]1[CH:7]=[CH:6][C:5]([N:8]2[C:11](=[O:12])[C@H:10]([S:13][CH2:14][C:15]([C:17]3[CH:22]=[CH:21][C:20]([F:23])=[CH:19][CH:18]=3)=[O:16])[C@H:9]2[C:24]2[CH:46]=[CH:45][C:27]([O:28][CH2:29][C:30]([NH:32][CH2:33][C:34]([NH:36][C@@H:37]([C:42]([OH:44])=[O:43])[CH2:38][CH2:39][CH2:40][NH2:41])=[O:35])=[O:31])=[CH:26][CH:25]=2)=[CH:4][CH:3]=1.[BH4-].[Na+]. Product: [F:1][C:2]1[CH:7]=[CH:6][C:5]([N:8]2[C:11](=[O:12])[C@H:10]([S:13][CH2:14][CH:15]([C:17]3[CH:18]=[CH:19][C:20]([F:23])=[CH:21][CH:22]=3)[OH:16])[C@H:9]2[C:24]2[CH:46]=[CH:45][C:27]([O:28][CH2:29][C:30]([NH:32][CH2:33][C:34]([NH:36][C@@H:37]([C:42]([OH:44])=[O:43])[CH2:38][CH2:39][CH2:40][NH2:41])=[O:35])=[O:31])=[CH:26][CH:25]=2)=[CH:4][CH:3]=1. The catalyst class is: 130. (7) The catalyst class is: 8. Reactant: [C:1]([C:9]1[CH:10]=[C:11]([CH:17]=[CH:18][CH:19]=1)[C:12]([O:14][CH2:15][CH3:16])=[O:13])(=[O:8])[C:2]1[CH:7]=[CH:6][CH:5]=[CH:4][CH:3]=1.[BH4-].[Na+]. Product: [OH:8][CH:1]([C:2]1[CH:7]=[CH:6][CH:5]=[CH:4][CH:3]=1)[C:9]1[CH:10]=[C:11]([CH:17]=[CH:18][CH:19]=1)[C:12]([O:14][CH2:15][CH3:16])=[O:13]. (8) Product: [CH3:1][S:2][C:3]1[C:4]2[N:11]([CH2:15][C:16]3[CH:25]=[CH:24][C:19]([C:20]([O:22][CH3:23])=[O:21])=[CH:18][CH:17]=3)[N:10]=[CH:9][C:5]=2[N:6]=[CH:7][N:8]=1.[CH3:1][S:2][C:3]1[C:4]2[C:5](=[CH:9][N:10]([CH2:15][C:16]3[CH:25]=[CH:24][C:19]([C:20]([O:22][CH3:23])=[O:21])=[CH:18][CH:17]=3)[N:11]=2)[N:6]=[CH:7][N:8]=1. The catalyst class is: 42. Reactant: [CH3:1][S:2][C:3]1[C:4]2[NH:11][N:10]=[CH:9][C:5]=2[N:6]=[CH:7][N:8]=1.[H-].[Na+].Br[CH2:15][C:16]1[CH:25]=[CH:24][C:19]([C:20]([O:22][CH3:23])=[O:21])=[CH:18][CH:17]=1. (9) Reactant: C[O:2][C:3]([C:5]1[C:9]([NH:10][C:11](=[O:27])[CH2:12][O:13][C:14]2[CH:19]=[CH:18][C:17]([C:20]3[CH:25]=[CH:24][CH:23]=[CH:22][C:21]=3[Cl:26])=[CH:16][N:15]=2)=[CH:8][S:7][CH:6]=1)=[O:4].[OH-].[Na+].C1COCC1.Cl. Product: [Cl:26][C:21]1[CH:22]=[CH:23][CH:24]=[CH:25][C:20]=1[C:17]1[CH:18]=[CH:19][C:14]([O:13][CH2:12][C:11]([NH:10][C:9]2[C:5]([C:3]([OH:4])=[O:2])=[CH:6][S:7][CH:8]=2)=[O:27])=[N:15][CH:16]=1. The catalyst class is: 40.